Dataset: Full USPTO retrosynthesis dataset with 1.9M reactions from patents (1976-2016). Task: Predict the reactants needed to synthesize the given product. (1) Given the product [Cl:43][C:40]1[CH:41]=[CH:42][C:37]([CH:12]([C:9]2[CH:10]=[CH:11][C:6]([Cl:5])=[CH:7][CH:8]=2)[N:13]2[CH2:16][C:15](=[C:17]([C:22]3[CH:27]=[CH:26][CH:25]=[C:24]([NH:28][CH3:29])[CH:23]=3)[S:18]([CH3:21])(=[O:20])=[O:19])[CH2:14]2)=[CH:38][CH:39]=1, predict the reactants needed to synthesize it. The reactants are: N1CCC1.[Cl:5][C:6]1[CH:11]=[CH:10][C:9]([CH:12]([C:37]2[CH:42]=[CH:41][C:40]([Cl:43])=[CH:39][CH:38]=2)[N:13]2[CH2:16][C:15](=[C:17]([C:22]3[CH:27]=[CH:26][CH:25]=[C:24]([N:28](C(OC(C)(C)C)=O)[CH3:29])[CH:23]=3)[S:18]([CH3:21])(=[O:20])=[O:19])[CH2:14]2)=[CH:8][CH:7]=1. (2) The reactants are: [F:1][C:2]([F:15])([F:14])[S:3]([O:6]S(C(F)(F)F)(=O)=O)(=[O:5])=[O:4].[CH2:16]([O:18][C:19]([C:21]1[C:30]([Cl:31])=[CH:29][C:28]2[C:23](=[C:24](O)[CH:25]=[CH:26][CH:27]=2)[CH:22]=1)=[O:20])[CH3:17].O. Given the product [CH2:16]([O:18][C:19]([C:21]1[C:30]([Cl:31])=[CH:29][C:28]2[C:23](=[C:24]([O:6][S:3]([C:2]([F:15])([F:14])[F:1])(=[O:5])=[O:4])[CH:25]=[CH:26][CH:27]=2)[CH:22]=1)=[O:20])[CH3:17], predict the reactants needed to synthesize it. (3) Given the product [CH3:1][O:2][C:3]1[CH:8]=[CH:7][C:6]([N:9]([CH2:18][C:19]2[CH:20]=[CH:21][C:22]([CH3:25])=[CH:23][CH:24]=2)[CH2:10][C:11]2[CH:16]=[CH:15][C:14]([CH3:17])=[CH:13][CH:12]=2)=[CH:5][C:4]=1[NH2:26], predict the reactants needed to synthesize it. The reactants are: [CH3:1][O:2][C:3]1[CH:8]=[CH:7][C:6]([N:9]([CH2:18][C:19]2[CH:24]=[CH:23][C:22]([CH3:25])=[CH:21][CH:20]=2)[CH2:10][C:11]2[CH:16]=[CH:15][C:14]([CH3:17])=[CH:13][CH:12]=2)=[CH:5][C:4]=1[N+:26]([O-])=O.[Cl-].[Ca+2].[Cl-]. (4) Given the product [F:3][C:4]1[C:12]2[O:11][CH:10]=[CH:9][C:8]=2[C:7]([CH:13]2[CH2:18][CH2:17][N:16]([CH2:19][CH2:20][C@H:21]3[CH2:22][CH2:23][C@H:24]([NH:27][C:34]([CH:31]4[CH2:32][CH2:33][O:28][CH2:29][CH2:30]4)=[O:35])[CH2:25][CH2:26]3)[CH2:15][CH2:14]2)=[CH:6][CH:5]=1, predict the reactants needed to synthesize it. The reactants are: Cl.Cl.[F:3][C:4]1[C:12]2[O:11][CH:10]=[CH:9][C:8]=2[C:7]([CH:13]2[CH2:18][CH2:17][N:16]([CH2:19][CH2:20][C@H:21]3[CH2:26][CH2:25][C@H:24]([NH2:27])[CH2:23][CH2:22]3)[CH2:15][CH2:14]2)=[CH:6][CH:5]=1.[O:28]1[CH2:33][CH2:32][CH:31]([C:34](O)=[O:35])[CH2:30][CH2:29]1. (5) The reactants are: CNC(=O)C1C=CC=C([C:10]2[CH:15]=[CH:14][C:13]([O:16][C@@H:17]3[C@@H:22]([OH:23])[C@@H:21]([OH:24])[C@H:20]([OH:25])[C@@H:19]([CH2:26][OH:27])[O:18]3)=[C:12]([CH3:28])[CH:11]=2)C=1.C(O[C@@H]1[C@@H](OC(=O)C)[C@@H](COC(=O)C)O[C@H](OC2C=CC(Br)=CC=2C)[C@H]1CC([O-])=O)(=O)C.[CH3:62][O:63][C:64]([C:66]1[CH:67]=[C:68](B(O)O)[CH:69]=[CH:70][CH:71]=1)=[O:65]. Given the product [CH3:28][C:12]1[CH:11]=[C:10]([C:68]2[CH:67]=[C:66]([CH:71]=[CH:70][CH:69]=2)[C:64]([O:63][CH3:62])=[O:65])[CH:15]=[CH:14][C:13]=1[O:16][C@@H:17]1[C@@H:22]([OH:23])[C@@H:21]([OH:24])[C@H:20]([OH:25])[C@@H:19]([CH2:26][OH:27])[O:18]1, predict the reactants needed to synthesize it. (6) Given the product [OH:20][CH2:19][C:18]([N:9]1[CH2:10][CH:11]2[CH2:15][C:14](=[O:16])[CH2:13][CH:12]2[CH2:8]1)=[O:17], predict the reactants needed to synthesize it. The reactants are: FC(F)(F)C(O)=O.[CH2:8]1[CH:12]2[CH2:13][C:14](=[O:16])[CH2:15][CH:11]2[CH2:10][NH:9]1.[OH:17][CH2:18][C:19](O)=[O:20].Cl.C(N=C=NCCCN(C)C)C.C(N(CC)CC)C.